From a dataset of Peptide-MHC class II binding affinity with 134,281 pairs from IEDB. Regression. Given a peptide amino acid sequence and an MHC pseudo amino acid sequence, predict their binding affinity value. This is MHC class II binding data. (1) The peptide sequence is AGDGDVVAVDIKEKG. The MHC is HLA-DQA10102-DQB10502 with pseudo-sequence HLA-DQA10102-DQB10502. The binding affinity (normalized) is 0.238. (2) The peptide sequence is AFKVAATAANAAPAE. The MHC is HLA-DPA10201-DPB11401 with pseudo-sequence HLA-DPA10201-DPB11401. The binding affinity (normalized) is 0.817.